This data is from Full USPTO retrosynthesis dataset with 1.9M reactions from patents (1976-2016). The task is: Predict the reactants needed to synthesize the given product. (1) Given the product [CH2:8]([O:47][CH:48]1[C@@H:52]2[CH:53]=[N:54][C:55]3[CH:62]=[C:61]([O:63][CH3:64])[CH:60]=[CH:59][C:56]=3[C:57](=[O:58])[N:51]2[CH2:50][CH2:49]1)[CH2:9][CH2:10][CH2:11][CH2:12][CH2:13][CH2:14][O:15][CH:16]1[C@@H:20]2[CH:21]=[N:22][C:23]3[CH:30]=[C:29]([O:31][CH3:32])[CH:28]=[CH:27][C:24]=3[C:25](=[O:26])[N:19]2[CH2:18][CH2:17]1, predict the reactants needed to synthesize it. The reactants are: C(O)(C(F)(F)F)=O.[CH2:8]([O:47][CH:48]1[C@H:52]2[C@H:53](OC3CCCCO3)[N:54](C(OC(C)(C)C)=O)[C:55]3[CH:62]=[C:61]([O:63][CH3:64])[CH:60]=[CH:59][C:56]=3[C:57](=[O:58])[N:51]2[CH2:50][CH2:49]1)[CH2:9][CH2:10][CH2:11][CH2:12][CH2:13][CH2:14][O:15][CH:16]1[C@H:20]2[C@H:21](OC3CCCCO3)[N:22](C(OC(C)(C)C)=O)[C:23]3[CH:30]=[C:29]([O:31][CH3:32])[CH:28]=[CH:27][C:24]=3[C:25](=[O:26])[N:19]2[CH2:18][CH2:17]1.C([O-])(O)=O.[Na+]. (2) Given the product [Br-:20].[CH2:22]([O:23][CH2:24][CH2:25][P+:7]([C:1]1[CH:2]=[CH:3][CH:4]=[CH:5][CH:6]=1)([C:8]1[CH:13]=[CH:12][CH:11]=[CH:10][CH:9]=1)[C:14]1[CH:15]=[CH:16][CH:17]=[CH:18][CH:19]=1)[CH3:21], predict the reactants needed to synthesize it. The reactants are: [C:1]1([P:7]([C:14]2[CH:19]=[CH:18][CH:17]=[CH:16][CH:15]=2)[C:8]2[CH:13]=[CH:12][CH:11]=[CH:10][CH:9]=2)[CH:6]=[CH:5][CH:4]=[CH:3][CH:2]=1.[Br:20][CH2:21][CH2:22][O:23][CH2:24][CH3:25]. (3) Given the product [CH2:20]([O:18][C:14]1[CH:13]=[C:12]([C:10](=[O:11])[CH:9]([C:3]2[CH:4]=[CH:5][C:6]([Cl:8])=[CH:7][C:2]=2[Cl:1])[CH3:19])[CH:17]=[CH:16][N:15]=1)[C:21]1[CH:26]=[CH:25][CH:24]=[CH:23][CH:22]=1, predict the reactants needed to synthesize it. The reactants are: [Cl:1][C:2]1[CH:7]=[C:6]([Cl:8])[CH:5]=[CH:4][C:3]=1[CH:9]([CH3:19])[C:10]([C:12]1[CH:17]=[CH:16][NH:15][C:14](=[O:18])[CH:13]=1)=[O:11].[CH2:20](Br)[C:21]1[CH:26]=[CH:25][CH:24]=[CH:23][CH:22]=1.